From a dataset of Forward reaction prediction with 1.9M reactions from USPTO patents (1976-2016). Predict the product of the given reaction. Given the reactants C(=O)([O-])[O-].[K+].[K+].[CH2:7]([C@H:9]1[CH2:14][O:13][CH2:12][CH2:11][N:10]1S(C1C=CC=CC=1[N+]([O-])=O)(=O)=O)[CH3:8].BrC1C=CC(S)=CC=1.[Br:35][C:36]1[CH:44]=[CH:43][C:39]([C:40](O)=[O:41])=[CH:38][CH:37]=1.ON1C2C=CC=CC=2N=N1.Cl.C(N=C=NCCCN(C)C)C.C(=O)([O-])O.[Na+], predict the reaction product. The product is: [Br:35][C:36]1[CH:44]=[CH:43][C:39]([C:40]([N:10]2[CH2:11][CH2:12][O:13][CH2:14][C@@H:9]2[CH2:7][CH3:8])=[O:41])=[CH:38][CH:37]=1.